From a dataset of NCI-60 drug combinations with 297,098 pairs across 59 cell lines. Regression. Given two drug SMILES strings and cell line genomic features, predict the synergy score measuring deviation from expected non-interaction effect. (1) Drug 1: CN(CC1=CN=C2C(=N1)C(=NC(=N2)N)N)C3=CC=C(C=C3)C(=O)NC(CCC(=O)O)C(=O)O. Drug 2: C(CN)CNCCSP(=O)(O)O. Cell line: UACC-257. Synergy scores: CSS=46.8, Synergy_ZIP=-1.15, Synergy_Bliss=-2.26, Synergy_Loewe=-74.3, Synergy_HSA=-2.50. (2) Drug 1: CC1CCC2CC(C(=CC=CC=CC(CC(C(=O)C(C(C(=CC(C(=O)CC(OC(=O)C3CCCCN3C(=O)C(=O)C1(O2)O)C(C)CC4CCC(C(C4)OC)O)C)C)O)OC)C)C)C)OC. Drug 2: CC1C(C(CC(O1)OC2CC(CC3=C2C(=C4C(=C3O)C(=O)C5=CC=CC=C5C4=O)O)(C(=O)C)O)N)O. Synergy scores: CSS=42.5, Synergy_ZIP=7.26, Synergy_Bliss=6.56, Synergy_Loewe=6.66, Synergy_HSA=9.41. Cell line: U251. (3) Drug 2: C#CCC(CC1=CN=C2C(=N1)C(=NC(=N2)N)N)C3=CC=C(C=C3)C(=O)NC(CCC(=O)O)C(=O)O. Synergy scores: CSS=-1.89, Synergy_ZIP=2.09, Synergy_Bliss=3.79, Synergy_Loewe=-2.08, Synergy_HSA=-1.95. Cell line: OVCAR3. Drug 1: C(=O)(N)NO. (4) Drug 1: C1=NC2=C(N1)C(=S)N=C(N2)N. Drug 2: COCCOC1=C(C=C2C(=C1)C(=NC=N2)NC3=CC=CC(=C3)C#C)OCCOC.Cl. Cell line: HT29. Synergy scores: CSS=33.3, Synergy_ZIP=0.587, Synergy_Bliss=0.438, Synergy_Loewe=-21.0, Synergy_HSA=-2.09. (5) Drug 1: CN(C)N=NC1=C(NC=N1)C(=O)N. Drug 2: CC1C(C(CC(O1)OC2CC(CC3=C2C(=C4C(=C3O)C(=O)C5=C(C4=O)C(=CC=C5)OC)O)(C(=O)CO)O)N)O.Cl. Cell line: SF-268. Synergy scores: CSS=39.8, Synergy_ZIP=-0.816, Synergy_Bliss=-1.62, Synergy_Loewe=-19.6, Synergy_HSA=-0.702. (6) Drug 1: CC=C1C(=O)NC(C(=O)OC2CC(=O)NC(C(=O)NC(CSSCCC=C2)C(=O)N1)C(C)C)C(C)C. Drug 2: C1=NC(=NC(=O)N1C2C(C(C(O2)CO)O)O)N. Cell line: UACC62. Synergy scores: CSS=80.5, Synergy_ZIP=2.90, Synergy_Bliss=2.84, Synergy_Loewe=2.26, Synergy_HSA=5.68. (7) Drug 1: CN1C(=O)N2C=NC(=C2N=N1)C(=O)N. Synergy scores: CSS=0.0805, Synergy_ZIP=-1.79, Synergy_Bliss=-4.11, Synergy_Loewe=-7.21, Synergy_HSA=-7.72. Drug 2: C(CC(=O)O)C(=O)CN.Cl. Cell line: NCI-H460.